Dataset: Peptide-MHC class I binding affinity with 185,985 pairs from IEDB/IMGT. Task: Regression. Given a peptide amino acid sequence and an MHC pseudo amino acid sequence, predict their binding affinity value. This is MHC class I binding data. (1) The peptide sequence is SALNHTKKW. The MHC is HLA-A11:01 with pseudo-sequence HLA-A11:01. The binding affinity (normalized) is 0.0993. (2) The peptide sequence is SSSLTSLLK. The MHC is BoLA-T2a with pseudo-sequence BoLA-T2a. The binding affinity (normalized) is 0.516.